This data is from Experimentally validated miRNA-target interactions with 360,000+ pairs, plus equal number of negative samples. The task is: Binary Classification. Given a miRNA mature sequence and a target amino acid sequence, predict their likelihood of interaction. (1) The miRNA is hsa-miR-6757-3p with sequence AACACUGGCCUUGCUAUCCCCA. The protein sequence of the target gene is METESEQNSNSTNGSSSSGGSSRPQIAQMSLYERQAVQALQALQRQPNAAQYFHQFMLQQQLSNAQLHSLAAVQQATIAASRQASSPNTSTTQQQTTTTQASINLATTSAAQLISRSQSVSSPSATTLTQSVLLGNTTSPPLNQSQAQMYLRPQLGNLLQVNRTLGRNVPLASQLILMPNGAVAAVQQEVPSAQSPGVHADADQVQNLAVRNQQASAQGPQMQGSTQKAIPPGASPVSSLSQASSQALAVAQASSGATNQSLNLSQAGGGSGNSIPGSMGPGGGGQAHGGLGQLPSSGMG.... Result: 1 (interaction). (2) The miRNA is hsa-miR-8080 with sequence GAAGGACACUGGUGUCAACGGCU. The protein sequence of the target gene is MVQKESQATLEERESELSSNPAASAGASLEPPAAPAPGEDNPAGAGGAAVAGAAGGARRFLCGVVEGFYGRPWVMEQRKELFRRLQKWELNTYLYAPKDDYKHRMFWREMYSVEEAEQLMTLISAAREYEIEFIYAISPGLDITFSNPKEVSTLKRKLDQVSQFGCRSFALLFDDIDHNMCAADKEVFSSFAHAQVSITNEIYQYLGEPETFLFCPTEYCGTFCYPNVSQSPYLRTVGEKLLPGIEVLWTGPKVVSKEIPVESIEEVSKIIKRAPVIWDNIHANDYDQKRLFLGPYKGRS.... Result: 0 (no interaction). (3) The miRNA is hsa-miR-195-5p with sequence UAGCAGCACAGAAAUAUUGGC. The protein sequence of the target gene is MDPLGDTLRRLREAFHAGRTRPAEFRAAQLQGLGRFLQENKQLLHDALAQDLHKSAFESEVSEVAISQGEVTLALRNLRAWMKDERVPKNLATQLDSAFIRKEPFGLVLIIAPWNYPLNLTLVPLVGALAAGNCVVLKPSEISKNVEKILAEVLPQYVDQSCFAVVLGGPQETGQLLEHRFDYIFFTGSPRVGKIVMTAAAKHLTPVTLELGGKNPCYVDDNCDPQTVANRVAWFRYFNAGQTCVAPDYVLCSPEMQERLLPALQSTITRFYGDDPQSSPNLGRIINQKQFQRLRALLGC.... Result: 1 (interaction). (4) The miRNA is mmu-miR-16-5p with sequence UAGCAGCACGUAAAUAUUGGCG. The protein sequence of the target gene is MASAVLPSGSQCAAAAAVAAAAAPPGLRLRLLLLLLSAAALIPTGDGQNLFTKDVTVIEGEVATISCQVNKSDDSVIQLLNPNRQTIYFRDFRPLKDSRFQLLNFSSSELKVSLTNVSISDEGRYFCQLYTDPPQESYTTITVLVPPRNLMIDIQKDTAVEGEEIEVNCTAMASKPATTIRWFKGNKELKGKSEVEEWSDMYTVTSQLMLKVHKEDDGVPVICQVEHPAVTGNLQTQRYLEVQYKPQVHIQMTYPLQGLTREGDAFELTCEAIGKPQPVMVTWVRVDDEMPQHAVLSGPN.... Result: 1 (interaction). (5) The miRNA is hsa-miR-3945 with sequence AGGGCAUAGGAGAGGGUUGAUAU. The protein sequence of the target gene is MVKLFIGNLPREATEQEIRSLFEQYGKVLECDIIKNYGFVHIEDKTAAEDAIRNLHHYKLHGVNINVEASKNKSKTSTKLHVGNISPTCTNKELRAKFEEYGPVIECDIVKDYAFVHMERAEDAVEAIRGLDNTEFQGKRMHVQLSTSRLRTAPGMGDQSGCYRCGKEGHWSKECPIDRSGRVADLTEQYNEQYGAVRTPYTMSYGDSLYYNNAYGALDAYYKRCRAARSYEAVAAAAASVYNYAEQTLSQLPQVQNTAMASHLTSTSLDPYDRHLLPTSGAAATAAAAAAAAAAVTAAS.... Result: 0 (no interaction).